This data is from Full USPTO retrosynthesis dataset with 1.9M reactions from patents (1976-2016). The task is: Predict the reactants needed to synthesize the given product. (1) The reactants are: [NH:1]1[CH2:6][CH2:5][CH:4]([NH:7][C:8](=[O:14])[O:9][C:10]([CH3:13])([CH3:12])[CH3:11])[CH2:3][CH2:2]1.Br[C:16]1[N:17]=[N:18][CH:19]=[CH:20][CH:21]=1.[F-].[Cs+].C([O-])([O-])=O.[K+].[K+]. Given the product [N:17]1[CH:16]=[CH:21][CH:20]=[C:19]([N:1]2[CH2:2][CH2:3][CH:4]([NH:7][C:8](=[O:14])[O:9][C:10]([CH3:11])([CH3:13])[CH3:12])[CH2:5][CH2:6]2)[N:18]=1, predict the reactants needed to synthesize it. (2) Given the product [CH2:11]([O:10][C:8]([N:5]1[CH2:6][CH2:7][C@H:2]([CH3:1])[C@H:3]([C:18]([OH:20])=[O:19])[CH2:4]1)=[O:9])[C:12]1[CH:13]=[CH:14][CH:15]=[CH:16][CH:17]=1, predict the reactants needed to synthesize it. The reactants are: [CH3:1][C@H:2]1[CH2:7][CH2:6][N:5]([C:8]([O:10][CH2:11][C:12]2[CH:17]=[CH:16][CH:15]=[CH:14][CH:13]=2)=[O:9])[CH2:4][C@H:3]1[C:18]([O:20]C)=[O:19].CO.O.O.[OH-].[Li+]. (3) Given the product [Br:1][C:2]1[CH:9]=[CH:8][CH:7]=[CH:6][C:3]=1[CH2:4][NH:5][C:16]1[CH:17]=[N:18][CH:19]=[CH:11][C:12]=1[C:13]([OH:15])=[O:14], predict the reactants needed to synthesize it. The reactants are: [Br:1][C:2]1[CH:9]=[CH:8][CH:7]=[CH:6][C:3]=1[CH2:4][NH2:5].F[C:11]1[CH:19]=[N:18][CH:17]=[CH:16][C:12]=1[C:13]([OH:15])=[O:14]. (4) Given the product [CH2:1]([O:4][C:5]([N:7]1[C:11]([CH2:12][NH:13][C:14](=[O:44])[CH2:15][C:16]2[CH:21]=[CH:20][C:19]([C:22]3[CH2:28][C@H:27]4[N:24]([C:25](=[O:36])[C@@H:26]4[C@H:29]([OH:31])[CH3:30])[C:23]=3[C:37]([O:39][CH2:40][CH:41]=[CH2:42])=[O:38])=[CH:18][C:17]=2[Cl:43])=[CH:10][N:9]=[CH:8]1)=[O:6])[CH:2]=[CH2:3], predict the reactants needed to synthesize it. The reactants are: [CH2:1]([O:4][C:5]([N:7]1[C:11]([CH2:12][NH:13][C:14](=[O:44])[CH2:15][C:16]2[CH:21]=[CH:20][C:19]([C:22]3[CH2:28][C@H:27]4[N:24]([C:25](=[O:36])[C@@H:26]4[C@H:29]([O:31][Si](C)(C)C)[CH3:30])[C:23]=3[C:37]([O:39][CH2:40][CH:41]=[CH2:42])=[O:38])=[CH:18][C:17]=2[Cl:43])=[CH:10][N:9]=[CH:8]1)=[O:6])[CH:2]=[CH2:3].Cl.C(=O)(O)[O-].